This data is from NCI-60 drug combinations with 297,098 pairs across 59 cell lines. The task is: Regression. Given two drug SMILES strings and cell line genomic features, predict the synergy score measuring deviation from expected non-interaction effect. (1) Drug 1: C1=CC(=CC=C1CC(C(=O)O)N)N(CCCl)CCCl.Cl. Drug 2: CC1CCC2CC(C(=CC=CC=CC(CC(C(=O)C(C(C(=CC(C(=O)CC(OC(=O)C3CCCCN3C(=O)C(=O)C1(O2)O)C(C)CC4CCC(C(C4)OC)O)C)C)O)OC)C)C)C)OC. Cell line: LOX IMVI. Synergy scores: CSS=6.17, Synergy_ZIP=-10.6, Synergy_Bliss=-11.3, Synergy_Loewe=-9.82, Synergy_HSA=-7.78. (2) Drug 1: C1=NC2=C(N1)C(=S)N=C(N2)N. Drug 2: CS(=O)(=O)CCNCC1=CC=C(O1)C2=CC3=C(C=C2)N=CN=C3NC4=CC(=C(C=C4)OCC5=CC(=CC=C5)F)Cl. Cell line: OVCAR-8. Synergy scores: CSS=17.7, Synergy_ZIP=-2.81, Synergy_Bliss=-0.887, Synergy_Loewe=-15.1, Synergy_HSA=-0.963. (3) Drug 1: CCC1(CC2CC(C3=C(CCN(C2)C1)C4=CC=CC=C4N3)(C5=C(C=C6C(=C5)C78CCN9C7C(C=CC9)(C(C(C8N6C)(C(=O)OC)O)OC(=O)C)CC)OC)C(=O)OC)O.OS(=O)(=O)O. Drug 2: CN(CC1=CN=C2C(=N1)C(=NC(=N2)N)N)C3=CC=C(C=C3)C(=O)NC(CCC(=O)O)C(=O)O. Cell line: HT29. Synergy scores: CSS=66.2, Synergy_ZIP=5.73, Synergy_Bliss=6.27, Synergy_Loewe=0.638, Synergy_HSA=3.46. (4) Drug 1: C1CCC(CC1)NC(=O)N(CCCl)N=O. Drug 2: CC1CCC2CC(C(=CC=CC=CC(CC(C(=O)C(C(C(=CC(C(=O)CC(OC(=O)C3CCCCN3C(=O)C(=O)C1(O2)O)C(C)CC4CCC(C(C4)OC)O)C)C)O)OC)C)C)C)OC. Cell line: HOP-92. Synergy scores: CSS=37.5, Synergy_ZIP=-11.3, Synergy_Bliss=-4.16, Synergy_Loewe=0.0341, Synergy_HSA=0.799. (5) Cell line: NCI-H322M. Drug 1: CC1CCCC2(C(O2)CC(NC(=O)CC(C(C(=O)C(C1O)C)(C)C)O)C(=CC3=CSC(=N3)C)C)C. Drug 2: N.N.Cl[Pt+2]Cl. Synergy scores: CSS=17.9, Synergy_ZIP=-5.48, Synergy_Bliss=-11.1, Synergy_Loewe=-24.1, Synergy_HSA=-10.8. (6) Drug 1: CCCS(=O)(=O)NC1=C(C(=C(C=C1)F)C(=O)C2=CNC3=C2C=C(C=N3)C4=CC=C(C=C4)Cl)F. Drug 2: C1=C(C(=O)NC(=O)N1)N(CCCl)CCCl. Cell line: DU-145. Synergy scores: CSS=16.0, Synergy_ZIP=6.34, Synergy_Bliss=7.17, Synergy_Loewe=-0.0996, Synergy_HSA=4.30. (7) Drug 1: CN1CCC(CC1)COC2=C(C=C3C(=C2)N=CN=C3NC4=C(C=C(C=C4)Br)F)OC. Drug 2: C#CCC(CC1=CN=C2C(=N1)C(=NC(=N2)N)N)C3=CC=C(C=C3)C(=O)NC(CCC(=O)O)C(=O)O. Cell line: LOX IMVI. Synergy scores: CSS=6.56, Synergy_ZIP=-13.1, Synergy_Bliss=-23.9, Synergy_Loewe=-23.5, Synergy_HSA=-23.0. (8) Drug 2: C1CN1P(=S)(N2CC2)N3CC3. Drug 1: C1CCC(C1)C(CC#N)N2C=C(C=N2)C3=C4C=CNC4=NC=N3. Synergy scores: CSS=26.0, Synergy_ZIP=-9.11, Synergy_Bliss=-5.95, Synergy_Loewe=-11.9, Synergy_HSA=-4.54. Cell line: NCIH23. (9) Drug 1: CC1=C(C(=CC=C1)Cl)NC(=O)C2=CN=C(S2)NC3=CC(=NC(=N3)C)N4CCN(CC4)CCO. Drug 2: C(CCl)NC(=O)N(CCCl)N=O. Cell line: SF-268. Synergy scores: CSS=17.1, Synergy_ZIP=-6.93, Synergy_Bliss=-3.41, Synergy_Loewe=1.43, Synergy_HSA=1.37. (10) Drug 1: CCCCCOC(=O)NC1=NC(=O)N(C=C1F)C2C(C(C(O2)C)O)O. Drug 2: CC1CCC2CC(C(=CC=CC=CC(CC(C(=O)C(C(C(=CC(C(=O)CC(OC(=O)C3CCCCN3C(=O)C(=O)C1(O2)O)C(C)CC4CCC(C(C4)OC)O)C)C)O)OC)C)C)C)OC. Cell line: NCI-H322M. Synergy scores: CSS=4.27, Synergy_ZIP=0.656, Synergy_Bliss=3.64, Synergy_Loewe=-1.14, Synergy_HSA=-0.108.